From a dataset of Catalyst prediction with 721,799 reactions and 888 catalyst types from USPTO. Predict which catalyst facilitates the given reaction. (1) Reactant: Br[CH2:2][C:3]1[CH:8]=[CH:7][C:6]([Cl:9])=[CH:5][C:4]=1[F:10].[Cl:11][C:12]1[CH:26]=[CH:25][C:15]([O:16][C:17]2[CH:18]=[CH:19][C:20]([CH:23]=[O:24])=[N:21][CH:22]=2)=[CH:14][CH:13]=1. Product: [Cl:9][C:6]1[CH:7]=[CH:8][C:3]([CH2:2][CH:23]([C:20]2[CH:19]=[CH:18][C:17]([O:16][C:15]3[CH:25]=[CH:26][C:12]([Cl:11])=[CH:13][CH:14]=3)=[CH:22][N:21]=2)[OH:24])=[C:4]([F:10])[CH:5]=1. The catalyst class is: 28. (2) Reactant: C(O)(C(F)(F)F)=O.[CH:8]1[N:9]=[CH:10][N:11]2[CH:16]=[C:15]([NH:17]C(=O)OC(C)(C)C)[CH:14]=[CH:13][C:12]=12. Product: [CH:8]1[N:9]=[CH:10][N:11]2[CH:16]=[C:15]([NH2:17])[CH:14]=[CH:13][C:12]=12. The catalyst class is: 4. (3) Reactant: [CH3:1][S:2]([C:5]1[CH:25]=[CH:24][C:8]([CH2:9][CH:10]2[CH2:15][CH:14]([C:16]([O:18]C)=[O:17])[CH2:13][CH2:12][N:11]2[C:20]([O:22][CH3:23])=[O:21])=[CH:7][CH:6]=1)(=[O:4])=[O:3].[Br-].[Li+].C(N(CC)CC)C.CC(OC)(C)C. Product: [CH3:23][O:22][C:20]([N:11]1[CH2:12][CH2:13][CH:14]([C:16]([OH:18])=[O:17])[CH2:15][CH:10]1[CH2:9][C:8]1[CH:7]=[CH:6][C:5]([S:2]([CH3:1])(=[O:4])=[O:3])=[CH:25][CH:24]=1)=[O:21]. The catalyst class is: 47. (4) Reactant: [CH3:1][O:2][C:3]1[CH:8]=[CH:7][C:6]([C:9]2[N:10]=[C:11]([C@@H:14]([OH:16])[CH3:15])[O:12][CH:13]=2)=[CH:5][CH:4]=1.[N+:17]([C:20]1[CH:28]=[CH:27][C:23]([C:24](O)=[O:25])=[CH:22][CH:21]=1)([O-:19])=[O:18].C1(P(C2C=CC=CC=2)C2C=CC=CC=2)C=CC=CC=1.N(C(OCC)=O)=NC(OCC)=O. Product: [CH3:1][O:2][C:3]1[CH:4]=[CH:5][C:6]([C:9]2[N:10]=[C:11]([C@H:14]([O:16][C:24](=[O:25])[C:23]3[CH:22]=[CH:21][C:20]([N+:17]([O-:19])=[O:18])=[CH:28][CH:27]=3)[CH3:15])[O:12][CH:13]=2)=[CH:7][CH:8]=1. The catalyst class is: 1.